From a dataset of NCI-60 drug combinations with 297,098 pairs across 59 cell lines. Regression. Given two drug SMILES strings and cell line genomic features, predict the synergy score measuring deviation from expected non-interaction effect. (1) Drug 1: CC1C(C(CC(O1)OC2CC(OC(C2O)C)OC3=CC4=CC5=C(C(=O)C(C(C5)C(C(=O)C(C(C)O)O)OC)OC6CC(C(C(O6)C)O)OC7CC(C(C(O7)C)O)OC8CC(C(C(O8)C)O)(C)O)C(=C4C(=C3C)O)O)O)O. Drug 2: CN(CCCl)CCCl.Cl. Cell line: SK-MEL-28. Synergy scores: CSS=34.0, Synergy_ZIP=5.09, Synergy_Bliss=8.46, Synergy_Loewe=-45.1, Synergy_HSA=-0.769. (2) Drug 2: CCC1(CC2CC(C3=C(CCN(C2)C1)C4=CC=CC=C4N3)(C5=C(C=C6C(=C5)C78CCN9C7C(C=CC9)(C(C(C8N6C)(C(=O)OC)O)OC(=O)C)CC)OC)C(=O)OC)O.OS(=O)(=O)O. Drug 1: CCCS(=O)(=O)NC1=C(C(=C(C=C1)F)C(=O)C2=CNC3=C2C=C(C=N3)C4=CC=C(C=C4)Cl)F. Synergy scores: CSS=56.2, Synergy_ZIP=4.33, Synergy_Bliss=6.47, Synergy_Loewe=-19.9, Synergy_HSA=6.12. Cell line: COLO 205.